This data is from Forward reaction prediction with 1.9M reactions from USPTO patents (1976-2016). The task is: Predict the product of the given reaction. (1) Given the reactants [CH3:1][C:2]1[CH:3]=[C:4]([NH:16][C:17]2[C:27]3[CH:26]=[C:25]([C:28](O)=[O:29])[CH2:24][CH2:23][NH:22][C:21]=3[N:20]=[CH:19][N:18]=2)[CH:5]=[CH:6][C:7]=1[O:8][C:9]1[CH:10]=[N:11][C:12]([CH3:15])=[CH:13][CH:14]=1.Cl.[NH2:32][CH2:33][CH2:34][O:35][CH2:36][CH2:37][C:38]#[N:39].ON1C2C=CC=CC=2N=N1.Cl.C(N=C=NCCCN(C)C)C, predict the reaction product. The product is: [C:38]([CH2:37][CH2:36][O:35][CH2:34][CH2:33][NH:32][C:28]([C:25]1[CH2:24][CH2:23][NH:22][C:21]2[N:20]=[CH:19][N:18]=[C:17]([NH:16][C:4]3[CH:5]=[CH:6][C:7]([O:8][C:9]4[CH:10]=[N:11][C:12]([CH3:15])=[CH:13][CH:14]=4)=[C:2]([CH3:1])[CH:3]=3)[C:27]=2[CH:26]=1)=[O:29])#[N:39]. (2) Given the reactants C([O-])(=O)C.[Cs+].FC(F)(F)C1C=CC(P(C2C=CC(C(F)(F)F)=CC=2)C2C=CC(C(F)(F)F)=CC=2)=CC=1.CN(C)C=O.[N:42]1[CH:43]=[N:44][N:45]2[CH:50]=[C:49]([C:51]3[O:55][C:54]([CH3:57])([CH3:56])[C:53](=[O:58])[CH:52]=3)[CH:48]=[CH:47][C:46]=12.[Cl:59][C:60]1[CH:65]=[C:64](I)[CH:63]=[CH:62][C:61]=1[F:67], predict the reaction product. The product is: [N:42]1[CH:43]=[N:44][N:45]2[CH:50]=[C:49]([C:51]3[O:55][C:54]([CH3:56])([CH3:57])[C:53](=[O:58])[C:52]=3[C:64]3[CH:63]=[CH:62][C:61]([F:67])=[C:60]([Cl:59])[CH:65]=3)[CH:48]=[CH:47][C:46]=12. (3) Given the reactants [Li+].[CH3:2]C([N-]C(C)C)C.CN1C(=O)N(C)CCC1.[CH3:18][O:19][C:20]1[CH:25]=[CH:24][C:23]([CH2:26][CH:27]([CH3:35])[C:28]([O:30][C:31]([CH3:34])([CH3:33])[CH3:32])=[O:29])=[CH:22][CH:21]=1.CI, predict the reaction product. The product is: [CH3:18][O:19][C:20]1[CH:25]=[CH:24][C:23]([CH2:26][C:27]([CH3:2])([CH3:35])[C:28]([O:30][C:31]([CH3:34])([CH3:33])[CH3:32])=[O:29])=[CH:22][CH:21]=1. (4) Given the reactants [C:1]([O:5][C:6](=[O:30])[NH:7][C:8]1[CH:13]=[C:12]([N:14]2[CH2:19][CH2:18][O:17][CH2:16][CH2:15]2)[CH:11]=[C:10](/[CH:20]=[CH:21]/[C:22]2[O:23][C:24]([CH2:28][CH3:29])=[C:25]([CH3:27])[N:26]=2)[N:9]=1)([CH3:4])([CH3:3])[CH3:2], predict the reaction product. The product is: [C:1]([O:5][C:6](=[O:30])[NH:7][C:8]1[CH:13]=[C:12]([N:14]2[CH2:19][CH2:18][O:17][CH2:16][CH2:15]2)[CH:11]=[C:10]([CH2:20][CH2:21][C:22]2[O:23][C:24]([CH2:28][CH3:29])=[C:25]([CH3:27])[N:26]=2)[N:9]=1)([CH3:4])([CH3:3])[CH3:2]. (5) Given the reactants [CH:1]1([C:6]2[CH:31]=[CH:30][C:9]([CH2:10][O:11][C:12]3[CH:20]=[CH:19][C:18]4[NH:17][C:16]5[CH:21]([CH2:24][C:25]([O:27]CC)=[O:26])[CH2:22][CH2:23][C:15]=5[C:14]=4[CH:13]=3)=[CH:8][C:7]=2[C:32]([F:35])([F:34])[F:33])[CH2:5][CH2:4][CH2:3][CH2:2]1.CO.O[Li].O.Cl, predict the reaction product. The product is: [CH:1]1([C:6]2[CH:31]=[CH:30][C:9]([CH2:10][O:11][C:12]3[CH:20]=[CH:19][C:18]4[NH:17][C:16]5[CH:21]([CH2:24][C:25]([OH:27])=[O:26])[CH2:22][CH2:23][C:15]=5[C:14]=4[CH:13]=3)=[CH:8][C:7]=2[C:32]([F:35])([F:33])[F:34])[CH2:5][CH2:4][CH2:3][CH2:2]1. (6) Given the reactants [OH:1][C:2]1([CH2:8][N:9]([CH3:20])[C:10]2[CH:19]=[CH:18][C:13]([C:14]([O:16][CH3:17])=[O:15])=[CH:12][CH:11]=2)[CH2:7][CH2:6][NH:5][CH2:4][CH2:3]1.[C:21]([C:23]1[CH:28]=[CH:27][C:26]([CH2:29][CH2:30][C:31](O)=[O:32])=[CH:25][CH:24]=1)#[N:22].Cl.C(N=C=NCCCN(C)C)C.Cl, predict the reaction product. The product is: [C:21]([C:23]1[CH:28]=[CH:27][C:26]([CH2:29][CH2:30][C:31]([N:5]2[CH2:6][CH2:7][C:2]([CH2:8][N:9]([CH3:20])[C:10]3[CH:19]=[CH:18][C:13]([C:14]([O:16][CH3:17])=[O:15])=[CH:12][CH:11]=3)([OH:1])[CH2:3][CH2:4]2)=[O:32])=[CH:25][CH:24]=1)#[N:22].